From a dataset of Full USPTO retrosynthesis dataset with 1.9M reactions from patents (1976-2016). Predict the reactants needed to synthesize the given product. (1) Given the product [NH2:24][C@H:16]1[CH2:15][CH2:14][C:13]2[C:12]([S:9]([NH:8][C:6]3[CH:7]=[C:2]([Cl:1])[CH:3]=[CH:4][C:5]=3[O:31][CH3:32])(=[O:11])=[O:10])=[CH:21][CH:20]=[C:19]([O:22][CH3:23])[C:18]=2[CH2:17]1, predict the reactants needed to synthesize it. The reactants are: [Cl:1][C:2]1[CH:3]=[CH:4][C:5]([O:31][CH3:32])=[C:6]([NH:8][S:9]([C:12]2[CH:21]=[CH:20][C:19]([O:22][CH3:23])=[C:18]3[C:13]=2[CH2:14][CH2:15][C@H:16]([NH:24]C(=O)C(F)(F)F)[CH2:17]3)(=[O:11])=[O:10])[CH:7]=1.Cl. (2) Given the product [CH3:7][C:5]([N:8]1[CH:12]=[C:11]([N+:13]([O-:15])=[O:14])[CH:10]=[N:9]1)([CH3:6])[CH2:4][NH2:1], predict the reactants needed to synthesize it. The reactants are: [N:1]([CH2:4][C:5]([N:8]1[CH:12]=[C:11]([N+:13]([O-:15])=[O:14])[CH:10]=[N:9]1)([CH3:7])[CH3:6])=[N+]=[N-].C1(P(C2C=CC=CC=2)C2C=CC=CC=2)C=CC=CC=1. (3) Given the product [CH3:28][O:27][C:25](=[O:26])[CH2:24][CH2:23][CH2:22][S:14][C:12]1[O:13][C:9]([C:3]2[CH:4]=[CH:5][C:6]([Cl:8])=[CH:7][C:2]=2[Cl:1])=[N:10][N:11]=1, predict the reactants needed to synthesize it. The reactants are: [Cl:1][C:2]1[CH:7]=[C:6]([Cl:8])[CH:5]=[CH:4][C:3]=1[C:9]1[O:13][C:12]([SH:14])=[N:11][N:10]=1.C(=O)([O-])[O-].[K+].[K+].Br[CH2:22][CH2:23][CH2:24][C:25]([O:27][CH3:28])=[O:26].